This data is from Reaction yield outcomes from USPTO patents with 853,638 reactions. The task is: Predict the reaction yield, written as a fraction of the theoretical maximum amount of product (1.0 means a 100% yield; for example, 0.34 means a 34% yield). (1) The reactants are [N:1]1([C:7]2[C:8]3[N:16]=[C:15]([C:17]4[CH:22]=[CH:21][C:20]([CH3:23])=[CH:19][CH:18]=4)[S:14][C:9]=3[N:10]=[C:11]([NH2:13])[N:12]=2)[CH2:6][CH2:5][NH:4][CH2:3][CH2:2]1.[CH3:24][O:25][C:26]1[CH:36]=[CH:35][C:29]([O:30][CH2:31][C:32](O)=[O:33])=[CH:28][CH:27]=1. No catalyst specified. The product is [NH2:13][C:11]1[N:12]=[C:7]([N:1]2[CH2:2][CH2:3][N:4]([C:32](=[O:33])[CH2:31][O:30][C:29]3[CH:35]=[CH:36][C:26]([O:25][CH3:24])=[CH:27][CH:28]=3)[CH2:5][CH2:6]2)[C:8]2[N:16]=[C:15]([C:17]3[CH:22]=[CH:21][C:20]([CH3:23])=[CH:19][CH:18]=3)[S:14][C:9]=2[N:10]=1. The yield is 0.410. (2) The reactants are [Cl:1][C:2]1[CH:8]=[C:7]([O:9][C:10]2[C:19]3[C:14](=[CH:15][C:16]([O:22][CH3:23])=[C:17]([O:20][CH3:21])[CH:18]=3)[N:13]=[CH:12][N:11]=2)[CH:6]=[CH:5][C:3]=1[NH2:4].Cl[C:25](Cl)([O:27][C:28](=[O:34])OC(Cl)(Cl)Cl)Cl.[C:36]1(CO)[CH:41]=[CH:40][CH:39]=[CH:38][CH:37]=1.C(=O)(O)[O-].[Na+]. The catalyst is C(Cl)Cl.C(N(CC)CC)C.C1(C)C=CC=CC=1. The product is [Cl:1][C:2]1[CH:8]=[C:7]([O:9][C:10]2[C:19]3[C:14](=[CH:15][C:16]([O:22][CH3:23])=[C:17]([O:20][CH3:21])[CH:18]=3)[N:13]=[CH:12][N:11]=2)[CH:6]=[CH:5][C:3]=1[NH:4][C:28](=[O:34])[O:27][CH2:25][C:36]1[CH:41]=[CH:40][CH:39]=[CH:38][CH:37]=1. The yield is 0.720. (3) The reactants are [OH:1][C:2]1[CH:10]=[CH:9][CH:8]=[C:4]([C:5]([OH:7])=[O:6])[C:3]=1[NH2:11].N1C=CC=CC=1.[N+:18]([C:21]1[CH:22]=[C:23]([CH:27]=[CH:28][CH:29]=1)[C:24](Cl)=[O:25])([O-:20])=[O:19]. The catalyst is C1(C)C=CC=CC=1. The product is [OH:1][C:2]1[C:3]([NH:11][C:24]([C:23]2[CH:27]=[CH:28][CH:29]=[C:21]([N+:18]([O-:20])=[O:19])[CH:22]=2)=[O:25])=[C:4]([CH:8]=[CH:9][CH:10]=1)[C:5]([OH:7])=[O:6]. The yield is 1.00. (4) The reactants are [F:1][C:2]1[CH:45]=[CH:44][CH:43]=[C:42]([F:46])[C:3]=1[CH2:4][N:5]1[C:10]2[S:11][C:12]([C:21]3[CH:26]=[CH:25][C:24]([NH:27][C:28]([NH:30][O:31][CH3:32])=[O:29])=[CH:23][CH:22]=3)=[C:13]([CH2:14][N:15]([CH2:17][CH2:18][O:19][CH3:20])[CH3:16])[C:9]=2[C:8](=[O:33])[N:7]([CH2:34][C:35](=[O:40])[C:36]([CH3:39])([CH3:38])[CH3:37])[C:6]1=[O:41].[BH4-].[Na+]. The catalyst is CO.C1COCC1. The product is [F:46][C:42]1[CH:43]=[CH:44][CH:45]=[C:2]([F:1])[C:3]=1[CH2:4][N:5]1[C:10]2[S:11][C:12]([C:21]3[CH:22]=[CH:23][C:24]([NH:27][C:28]([NH:30][O:31][CH3:32])=[O:29])=[CH:25][CH:26]=3)=[C:13]([CH2:14][N:15]([CH2:17][CH2:18][O:19][CH3:20])[CH3:16])[C:9]=2[C:8](=[O:33])[N:7]([CH2:34][CH:35]([OH:40])[C:36]([CH3:37])([CH3:38])[CH3:39])[C:6]1=[O:41]. The yield is 0.680.